The task is: Predict the reactants needed to synthesize the given product.. This data is from Full USPTO retrosynthesis dataset with 1.9M reactions from patents (1976-2016). (1) Given the product [CH3:36][O:37][C:30](=[O:34])[C:31]([C:29]1[C:28]2[C:23](=[CH:24][CH:25]=[CH:26][CH:27]=2)[NH:22][C:21]=1[C:13]1[CH:14]=[C:15]([C:17]([F:20])([F:19])[F:18])[CH:16]=[C:11]([S:8](=[O:9])(=[O:10])[NH:7][CH:1]2[CH2:6][CH2:5][CH2:4][CH2:3][CH2:2]2)[CH:12]=1)=[O:32], predict the reactants needed to synthesize it. The reactants are: [CH:1]1([NH:7][S:8]([C:11]2[CH:16]=[C:15]([C:17]([F:20])([F:19])[F:18])[CH:14]=[C:13]([C:21]3[NH:22][C:23]4[C:28]([CH:29]=3)=[CH:27][CH:26]=[CH:25][CH:24]=4)[CH:12]=2)(=[O:10])=[O:9])[CH2:6][CH2:5][CH2:4][CH2:3][CH2:2]1.[C:30](Cl)(=[O:34])[C:31](Cl)=[O:32].[CH3:36][OH:37]. (2) The reactants are: [CH:1]1([NH:4][C:5]2[N:13]=[C:12]([C:14]([F:17])([F:16])[F:15])[CH:11]=[CH:10][C:6]=2[C:7]([OH:9])=O)[CH2:3][CH2:2]1.CCN=C=NCCCN(C)C.C1C=CC2N(O)N=NC=2C=1.CCN(C(C)C)C(C)C.[CH3:48][C:49]([NH2:53])([C:51]#[CH:52])[CH3:50]. Given the product [CH:1]1([NH:4][C:5]2[N:13]=[C:12]([C:14]([F:17])([F:16])[F:15])[CH:11]=[CH:10][C:6]=2[C:7]([NH:53][C:49]([CH3:50])([C:51]#[CH:52])[CH3:48])=[O:9])[CH2:2][CH2:3]1, predict the reactants needed to synthesize it. (3) Given the product [Cl:20][C:17]1[CH:18]=[CH:19][C:12]2[CH2:11][CH2:10][NH:9][CH2:15][CH2:14][C:13]=2[C:16]=1[CH2:21][NH:22][C:23]1[CH:28]=[CH:27][C:26]([C:29](=[O:38])[NH:30][CH:31]2[CH2:32][CH2:33][CH2:34][CH2:35][CH2:36][CH2:37]2)=[CH:25][CH:24]=1, predict the reactants needed to synthesize it. The reactants are: Cl.C(OC([N:9]1[CH2:15][CH2:14][C:13]2[C:16]([CH2:21][NH:22][C:23]3[CH:28]=[CH:27][C:26]([C:29](=[O:38])[NH:30][CH:31]4[CH2:37][CH2:36][CH2:35][CH2:34][CH2:33][CH2:32]4)=[CH:25][CH:24]=3)=[C:17]([Cl:20])[CH:18]=[CH:19][C:12]=2[CH2:11][CH2:10]1)=O)(C)(C)C.